Dataset: NCI-60 drug combinations with 297,098 pairs across 59 cell lines. Task: Regression. Given two drug SMILES strings and cell line genomic features, predict the synergy score measuring deviation from expected non-interaction effect. (1) Drug 1: CC1C(C(=O)NC(C(=O)N2CCCC2C(=O)N(CC(=O)N(C(C(=O)O1)C(C)C)C)C)C(C)C)NC(=O)C3=C4C(=C(C=C3)C)OC5=C(C(=O)C(=C(C5=N4)C(=O)NC6C(OC(=O)C(N(C(=O)CN(C(=O)C7CCCN7C(=O)C(NC6=O)C(C)C)C)C)C(C)C)C)N)C. Synergy scores: CSS=12.9, Synergy_ZIP=-3.83, Synergy_Bliss=-0.951, Synergy_Loewe=-3.80, Synergy_HSA=-1.36. Drug 2: C1CN1C2=NC(=NC(=N2)N3CC3)N4CC4. Cell line: RXF 393. (2) Drug 1: CN(C)C1=NC(=NC(=N1)N(C)C)N(C)C. Drug 2: CN1C2=C(C=C(C=C2)N(CCCl)CCCl)N=C1CCCC(=O)O.Cl. Cell line: TK-10. Synergy scores: CSS=-5.55, Synergy_ZIP=2.09, Synergy_Bliss=0.612, Synergy_Loewe=-3.91, Synergy_HSA=-3.97. (3) Drug 1: COC1=CC(=CC(=C1O)OC)C2C3C(COC3=O)C(C4=CC5=C(C=C24)OCO5)OC6C(C(C7C(O6)COC(O7)C8=CC=CS8)O)O. Drug 2: C1=CN(C=N1)CC(O)(P(=O)(O)O)P(=O)(O)O. Cell line: HOP-92. Synergy scores: CSS=-5.12, Synergy_ZIP=-13.0, Synergy_Bliss=-30.8, Synergy_Loewe=-34.4, Synergy_HSA=-27.5. (4) Drug 1: CC1=C(N=C(N=C1N)C(CC(=O)N)NCC(C(=O)N)N)C(=O)NC(C(C2=CN=CN2)OC3C(C(C(C(O3)CO)O)O)OC4C(C(C(C(O4)CO)O)OC(=O)N)O)C(=O)NC(C)C(C(C)C(=O)NC(C(C)O)C(=O)NCCC5=NC(=CS5)C6=NC(=CS6)C(=O)NCCC[S+](C)C)O. Drug 2: CC(C)NC(=O)C1=CC=C(C=C1)CNNC.Cl. Cell line: M14. Synergy scores: CSS=23.6, Synergy_ZIP=-11.0, Synergy_Bliss=-3.47, Synergy_Loewe=-21.2, Synergy_HSA=-4.20. (5) Drug 1: CC1=C(C=C(C=C1)C(=O)NC2=CC(=CC(=C2)C(F)(F)F)N3C=C(N=C3)C)NC4=NC=CC(=N4)C5=CN=CC=C5. Drug 2: CC12CCC3C(C1CCC2O)C(CC4=C3C=CC(=C4)O)CCCCCCCCCS(=O)CCCC(C(F)(F)F)(F)F. Cell line: NCI-H322M. Synergy scores: CSS=2.53, Synergy_ZIP=-0.937, Synergy_Bliss=-2.80, Synergy_Loewe=1.24, Synergy_HSA=-3.06. (6) Drug 1: C1=CC(=C2C(=C1NCCNCCO)C(=O)C3=C(C=CC(=C3C2=O)O)O)NCCNCCO. Drug 2: CC1CCC2CC(C(=CC=CC=CC(CC(C(=O)C(C(C(=CC(C(=O)CC(OC(=O)C3CCCCN3C(=O)C(=O)C1(O2)O)C(C)CC4CCC(C(C4)OC)O)C)C)O)OC)C)C)C)OC. Cell line: SR. Synergy scores: CSS=58.0, Synergy_ZIP=-2.23, Synergy_Bliss=-3.72, Synergy_Loewe=-3.99, Synergy_HSA=-1.52. (7) Drug 1: CC12CCC3C(C1CCC2O)C(CC4=C3C=CC(=C4)O)CCCCCCCCCS(=O)CCCC(C(F)(F)F)(F)F. Drug 2: C1CCC(C(C1)N)N.C(=O)(C(=O)[O-])[O-].[Pt+4]. Cell line: A498. Synergy scores: CSS=33.3, Synergy_ZIP=-7.29, Synergy_Bliss=-1.22, Synergy_Loewe=-3.23, Synergy_HSA=1.11.